This data is from Full USPTO retrosynthesis dataset with 1.9M reactions from patents (1976-2016). The task is: Predict the reactants needed to synthesize the given product. (1) The reactants are: [F:1][C:2]([F:16])([F:15])[C:3]1[CH:8]=[CH:7][N:6]=[C:5]([O:9][CH:10]([CH3:14])[C:11]([OH:13])=[O:12])[CH:4]=1.[CH2:17](Cl)Cl. Given the product [F:16][C:2]([F:15])([F:1])[C:3]1[CH:8]=[CH:7][N:6]=[C:5]([O:9][CH:10]([CH3:14])[C:11]([O:13][CH3:17])=[O:12])[CH:4]=1, predict the reactants needed to synthesize it. (2) Given the product [CH2:1]([NH:4][C:5]1[C:14]2[C:9](=[CH:10][CH:11]=[C:12]([N+:15]([O-:17])=[O:16])[CH:13]=2)[N:8]=[C:7]([NH:18][CH2:19][CH2:20][Cl:24])[N:6]=1)[CH:2]=[CH2:3], predict the reactants needed to synthesize it. The reactants are: [CH2:1]([NH:4][C:5]1[C:14]2[C:9](=[CH:10][CH:11]=[C:12]([N+:15]([O-:17])=[O:16])[CH:13]=2)[N:8]=[C:7]([NH:18][CH2:19][CH2:20]O)[N:6]=1)[CH:2]=[CH2:3].S(Cl)([Cl:24])=O. (3) Given the product [C:22]([N:21]([CH2:19][CH3:20])[C:10]([C:7]1[CH:6]=[C:5]([O:13][CH2:14][C:15]([F:18])([F:17])[F:16])[C:4]([CH:1]2[CH2:2][CH2:3]2)=[CH:9][N:8]=1)=[O:12])([CH3:25])([CH3:24])[CH3:23], predict the reactants needed to synthesize it. The reactants are: [CH:1]1([C:4]2[C:5]([O:13][CH2:14][C:15]([F:18])([F:17])[F:16])=[CH:6][C:7]([C:10]([OH:12])=O)=[N:8][CH:9]=2)[CH2:3][CH2:2]1.[CH2:19]([NH:21][C:22]([CH3:25])([CH3:24])[CH3:23])[CH3:20]. (4) Given the product [CH2:1]([CH:8]([N:16]1[C:38](=[O:39])[C:35]2[C:36]3[C:37]4[C:32](=[CH:33][CH:34]=2)[C:31]2[C:40]5[C:27]([C:28]([B:42]6[O:46][C:45]([CH3:48])([CH3:47])[C:44]([CH3:50])([CH3:49])[O:43]6)=[CH:29][CH:30]=2)=[CH:26][CH:25]=[CH:24][C:23]=5[C:22]=4[CH:21]=[CH:20][C:19]=3[C:17]1=[O:18])[CH2:9][CH2:10][CH2:11][CH2:12][CH2:13][CH2:14][CH3:15])[CH2:2][CH2:3][CH2:4][CH2:5][CH2:6][CH3:7], predict the reactants needed to synthesize it. The reactants are: [CH2:1]([CH:8]([N:16]1[C:38](=[O:39])[C:35]2[C:36]3[C:37]4[C:32](=[CH:33][CH:34]=2)[C:31]2[C:40]5[C:27]([C:28](Br)=[CH:29][CH:30]=2)=[CH:26][CH:25]=[CH:24][C:23]=5[C:22]=4[CH:21]=[CH:20][C:19]=3[C:17]1=[O:18])[CH2:9][CH2:10][CH2:11][CH2:12][CH2:13][CH2:14][CH3:15])[CH2:2][CH2:3][CH2:4][CH2:5][CH2:6][CH3:7].[B:42]1([B:42]2[O:46][C:45]([CH3:48])([CH3:47])[C:44]([CH3:50])([CH3:49])[O:43]2)[O:46][C:45]([CH3:48])([CH3:47])[C:44]([CH3:50])([CH3:49])[O:43]1.C([O-])(=O)C.[K+].[Cl-]. (5) The reactants are: Cl.[CH2:2]([O:9][C:10](=[O:14])[C@H:11]([CH3:13])[NH2:12])[C:3]1[CH:8]=[CH:7][CH:6]=[CH:5][CH:4]=1.C(N(C(C)C)CC)(C)C.O.ON1C2C=CC=CC=2N=N1.Cl.CN(C)CCCN=C=NCC.[F:47][C:48]([F:55])([F:54])[CH2:49][CH2:50][C:51](O)=[O:52].C(O)(=O)CC(CC(O)=O)(C(O)=O)O. Given the product [F:47][C:48]([F:55])([F:54])[CH2:49][CH2:50][C:51]([NH:12][C@@H:11]([CH3:13])[C:10]([O:9][CH2:2][C:3]1[CH:8]=[CH:7][CH:6]=[CH:5][CH:4]=1)=[O:14])=[O:52], predict the reactants needed to synthesize it. (6) Given the product [ClH:16].[CH3:13][C:9]1([CH3:14])[CH:8]([NH2:7])[CH2:12][CH2:11][O:10]1, predict the reactants needed to synthesize it. The reactants are: C(OC(=O)[NH:7][CH:8]1[CH2:12][CH2:11][O:10][C:9]1([CH3:14])[CH3:13])(C)(C)C.[ClH:16].